Dataset: Forward reaction prediction with 1.9M reactions from USPTO patents (1976-2016). Task: Predict the product of the given reaction. (1) Given the reactants [CH2:1]([C@H:8]([CH2:12][C:13]([O:15]C(C)(C)C)=[O:14])[C:9]([OH:11])=O)[C:2]1[CH:7]=[CH:6][CH:5]=[CH:4][CH:3]=1.[CH3:20][N:21]1[CH:25]=[C:24]([C:26]2[N:27]=[C:28]([NH2:31])[S:29][CH:30]=2)[CH:23]=[N:22]1, predict the reaction product. The product is: [CH2:1]([C@@H:8]([C:9]([NH:31][C:28]1[S:29][CH:30]=[C:26]([C:24]2[CH:23]=[N:22][N:21]([CH3:20])[CH:25]=2)[N:27]=1)=[O:11])[CH2:12][C:13]([OH:15])=[O:14])[C:2]1[CH:3]=[CH:4][CH:5]=[CH:6][CH:7]=1. (2) Given the reactants C([N-]C(C)C)(C)C.[Li+].[Cl:9][C:10]1[CH:15]=[CH:14][C:13]([C:16]2[C:22]3[CH:23]=[CH:24][CH:25]=[CH:26][C:21]=3[N:20]3[C:27]([CH3:30])=[N:28][N:29]=[C:19]3[CH2:18][CH:17]=2)=[CH:12][CH:11]=1.Br[CH2:32][C:33]([O:35][C:36]([CH3:39])([CH3:38])[CH3:37])=[O:34], predict the reaction product. The product is: [Cl:9][C:10]1[CH:15]=[CH:14][C:13]([C:16]2[C:22]3[CH:23]=[CH:24][CH:25]=[CH:26][C:21]=3[N:20]3[C:27]([CH3:30])=[N:28][N:29]=[C:19]3[CH:18]([CH2:32][C:33]([O:35][C:36]([CH3:39])([CH3:38])[CH3:37])=[O:34])[CH:17]=2)=[CH:12][CH:11]=1. (3) The product is: [N+:23]([C:19]1[CH:20]=[CH:21][CH:22]=[C:17]2[C:18]=1[CH2:26][N:2]([CH:3]1[CH2:8][CH2:7][C:6](=[O:9])[NH:5][C:4]1=[O:10])[C:16]2=[O:15])([O-:25])=[O:24]. Given the reactants Cl.[NH2:2][CH:3]1[CH2:8][CH2:7][C:6](=[O:9])[NH:5][C:4]1=[O:10].C(#N)C.C[O:15][C:16](=O)[C:17]1[CH:22]=[CH:21][CH:20]=[C:19]([N+:23]([O-:25])=[O:24])[C:18]=1[CH2:26]Br.C(N(CC)CC)C, predict the reaction product. (4) The product is: [C:1]([O:5][C:6]([N:8]1[C:16]2[C:11](=[CH:12][C:13]([O:17][CH2:19][C:20]3[CH:25]=[CH:24][C:23]([C:26]4[CH:31]=[CH:30][CH:29]=[CH:28][CH:27]=4)=[C:22]([O:32][C:33]([F:34])([F:35])[F:36])[CH:21]=3)=[CH:14][CH:15]=2)[CH2:10][CH2:9]1)=[O:7])([CH3:4])([CH3:2])[CH3:3]. Given the reactants [C:1]([O:5][C:6]([N:8]1[C:16]2[C:11](=[CH:12][C:13]([OH:17])=[CH:14][CH:15]=2)[CH2:10][CH2:9]1)=[O:7])([CH3:4])([CH3:3])[CH3:2].Cl[CH2:19][C:20]1[CH:25]=[CH:24][C:23]([C:26]2[CH:31]=[CH:30][CH:29]=[CH:28][CH:27]=2)=[C:22]([O:32][C:33]([F:36])([F:35])[F:34])[CH:21]=1.C(=O)([O-])[O-].[K+].[K+].C(=O)(O)[O-].[Na+], predict the reaction product. (5) The product is: [BrH:9].[F:8][C:5]1[CH:6]=[CH:7][C:2](=[NH:1])[N:3]([CH2:10][C:11]([O:13][CH2:14][CH3:15])=[O:12])[CH:4]=1. Given the reactants [NH2:1][C:2]1[CH:7]=[CH:6][C:5]([F:8])=[CH:4][N:3]=1.[Br:9][CH2:10][C:11]([O:13][CH2:14][CH3:15])=[O:12], predict the reaction product.